From a dataset of NCI-60 drug combinations with 297,098 pairs across 59 cell lines. Regression. Given two drug SMILES strings and cell line genomic features, predict the synergy score measuring deviation from expected non-interaction effect. (1) Drug 1: C1=C(C(=O)NC(=O)N1)F. Drug 2: CS(=O)(=O)CCNCC1=CC=C(O1)C2=CC3=C(C=C2)N=CN=C3NC4=CC(=C(C=C4)OCC5=CC(=CC=C5)F)Cl. Cell line: HOP-62. Synergy scores: CSS=34.4, Synergy_ZIP=-12.3, Synergy_Bliss=-5.10, Synergy_Loewe=-4.52, Synergy_HSA=-4.21. (2) Drug 1: C1=NC(=NC(=O)N1C2C(C(C(O2)CO)O)O)N. Drug 2: C(CN)CNCCSP(=O)(O)O. Cell line: OVCAR-5. Synergy scores: CSS=16.8, Synergy_ZIP=-7.53, Synergy_Bliss=2.59, Synergy_Loewe=-21.6, Synergy_HSA=1.26. (3) Drug 1: CCC1=C2CN3C(=CC4=C(C3=O)COC(=O)C4(CC)O)C2=NC5=C1C=C(C=C5)O. Drug 2: CS(=O)(=O)OCCCCOS(=O)(=O)C. Cell line: SNB-75. Synergy scores: CSS=37.5, Synergy_ZIP=-2.76, Synergy_Bliss=2.92, Synergy_Loewe=-75.6, Synergy_HSA=1.58.